Dataset: Forward reaction prediction with 1.9M reactions from USPTO patents (1976-2016). Task: Predict the product of the given reaction. (1) Given the reactants Cl[C:2]1[N:3]=[C:4]([N:12]2[CH2:17][CH2:16][O:15][CH2:14][CH2:13]2)[C:5]2[S:10][C:9](I)=[CH:8][C:6]=2[N:7]=1.[F:18][C:19]1[CH:24]=[C:23](B(O)O)[CH:22]=[CH:21][N:20]=1.C([O-])([O-])=O.[Na+].[Na+].CC1(C)C(C)(C)OB([C:42]2[CH:43]=[N:44][C:45]([NH2:48])=[N:46][CH:47]=2)O1.CC([O-])=O.[K+], predict the reaction product. The product is: [F:18][C:19]1[CH:24]=[C:23]([C:9]2[S:10][C:5]3[C:4]([N:12]4[CH2:17][CH2:16][O:15][CH2:14][CH2:13]4)=[N:3][C:2]([C:42]4[CH:43]=[N:44][C:45]([NH2:48])=[N:46][CH:47]=4)=[N:7][C:6]=3[CH:8]=2)[CH:22]=[CH:21][N:20]=1. (2) The product is: [Cl:1][C:2]1[CH:3]=[CH:4][C:5]([NH:8][C:9]2[N:10]=[C:11]([N:16]3[C:20]([CH3:21])=[CH:19][C:18]([CH3:22])=[N:17]3)[C:12]([NH:15][CH2:23][CH3:24])=[N:13][CH:14]=2)=[CH:6][CH:7]=1. Given the reactants [Cl:1][C:2]1[CH:7]=[CH:6][C:5]([NH:8][C:9]2[N:10]=[C:11]([N:16]3[C:20]([CH3:21])=[CH:19][C:18]([CH3:22])=[N:17]3)[C:12]([NH2:15])=[N:13][CH:14]=2)=[CH:4][CH:3]=1.[CH:23](=O)[CH3:24].[Na].C(=O)([O-])O.[Na+], predict the reaction product. (3) Given the reactants [C:1]([NH2:9])(=[O:8])[C:2]1[CH:7]=[CH:6][CH:5]=[CH:4][CH:3]=1.I[C:11]1[CH:22]=[CH:21][C:14]([C:15]([O:17][CH2:18][CH:19]=[CH2:20])=[O:16])=[CH:13][CH:12]=1, predict the reaction product. The product is: [CH2:18]([O:17][C:15]([C:14]1[CH:21]=[CH:22][C:11]([NH:9][C:1](=[O:8])[C:2]2[CH:7]=[CH:6][CH:5]=[CH:4][CH:3]=2)=[CH:12][CH:13]=1)=[O:16])[CH:19]=[CH2:20]. (4) The product is: [ClH:73].[NH2:62][C@H:37]([C:38]([N:40]1[CH2:45][CH2:44][N:43]2[N:46]=[C:47]([C:49]3[CH:50]=[CH:51][CH:52]=[CH:53][CH:54]=3)[CH:48]=[C:42]2[CH:41]1[CH2:55][CH:56]1[CH2:61][CH2:60][CH2:59][CH2:58][CH2:57]1)=[O:39])[CH2:36][S:35][S:34][CH2:33][C@H:8]([NH2:7])[C:9]([N:11]1[CH2:16][CH2:15][N:14]2[N:17]=[C:18]([C:20]3[CH:25]=[CH:24][CH:23]=[CH:22][CH:21]=3)[CH:19]=[C:13]2[CH:12]1[CH2:26][CH:27]1[CH2:32][CH2:31][CH2:30][CH2:29][CH2:28]1)=[O:10]. Given the reactants C(OC(=O)[NH:7][C@@H:8]([CH2:33][S:34][S:35][CH2:36][C@H:37]([NH:62]C(OC(C)(C)C)=O)[C:38]([N:40]1[CH2:45][CH2:44][N:43]2[N:46]=[C:47]([C:49]3[CH:54]=[CH:53][CH:52]=[CH:51][CH:50]=3)[CH:48]=[C:42]2[CH:41]1[CH2:55][CH:56]1[CH2:61][CH2:60][CH2:59][CH2:58][CH2:57]1)=[O:39])[C:9]([N:11]1[CH2:16][CH2:15][N:14]2[N:17]=[C:18]([C:20]3[CH:25]=[CH:24][CH:23]=[CH:22][CH:21]=3)[CH:19]=[C:13]2[CH:12]1[CH2:26][CH:27]1[CH2:32][CH2:31][CH2:30][CH2:29][CH2:28]1)=[O:10])(C)(C)C.Cl.C(Cl)[Cl:73].CO.C1C=C2C(C(O)(O)C(=O)C2=CC=1)=O, predict the reaction product.